Regression. Given two drug SMILES strings and cell line genomic features, predict the synergy score measuring deviation from expected non-interaction effect. From a dataset of NCI-60 drug combinations with 297,098 pairs across 59 cell lines. Drug 1: CC=C1C(=O)NC(C(=O)OC2CC(=O)NC(C(=O)NC(CSSCCC=C2)C(=O)N1)C(C)C)C(C)C. Drug 2: CN(C(=O)NC(C=O)C(C(C(CO)O)O)O)N=O. Cell line: LOX IMVI. Synergy scores: CSS=57.0, Synergy_ZIP=-2.23, Synergy_Bliss=-6.65, Synergy_Loewe=-62.8, Synergy_HSA=-5.95.